This data is from CYP1A2 inhibition data for predicting drug metabolism from PubChem BioAssay. The task is: Regression/Classification. Given a drug SMILES string, predict its absorption, distribution, metabolism, or excretion properties. Task type varies by dataset: regression for continuous measurements (e.g., permeability, clearance, half-life) or binary classification for categorical outcomes (e.g., BBB penetration, CYP inhibition). Dataset: cyp1a2_veith. (1) The molecule is FC(F)(F)c1ccccc1-n1ccnc1. The result is 1 (inhibitor). (2) The molecule is N#Cc1ccc(C(c2nnnn2C2CCCC2)N2CCC(Cc3ccccc3)CC2)cc1. The result is 0 (non-inhibitor). (3) The molecule is COc1cc(NS(C)(=O)=O)ccc1Nc1c2ccccc2nc2ccccc12. The result is 1 (inhibitor). (4) The drug is COC(=O)C/C=C\[C@@H](C)[C@@H](/C=N\O[C@@H](C)CN1CCCCc2nc(C)c(C)cc21)NS(=O)(=O)c1ccc(C)cc1. The result is 0 (non-inhibitor).